Task: Predict which catalyst facilitates the given reaction.. Dataset: Catalyst prediction with 721,799 reactions and 888 catalyst types from USPTO (1) The catalyst class is: 4. Reactant: C([N:3](CC)CC)C.N[C:9]1[CH:14]=[CH:13][C:12]([NH:15][C:16]2[CH2:20][CH2:19][C:18](=[O:21])[C:17]=2[CH3:22])=[C:11]([Cl:23])[CH:10]=1.[C:24](Cl)(=[O:33])[C:25]1[CH:30]=[CH:29][C:28]([O:31][CH3:32])=[CH:27][CH:26]=1. Product: [Cl:23][C:11]1[CH:10]=[CH:9][C:14]([NH:3][C:24](=[O:33])[C:25]2[CH:30]=[CH:29][C:28]([O:31][CH3:32])=[CH:27][CH:26]=2)=[CH:13][C:12]=1[NH:15][C:16]1[CH2:20][CH2:19][C:18](=[O:21])[C:17]=1[CH3:22]. (2) Reactant: [N:1]1[C:14]2[C:13]3[C:8](=[CH:9][CH:10]=[CH:11][N:12]=3)[C:7](=O)[C:6](=O)[C:5]=2[CH:4]=[CH:3][CH:2]=1.[CH:17]1[C:30]2[C:21](=[CH:22][C:23]3[C:28]([C:29]=2[CH:31]=O)=[CH:27][CH:26]=[CH:25][CH:24]=3)[CH:20]=[CH:19][CH:18]=1.C([O-])(=O)C.[NH4+:37].[NH3:38]. Product: [CH:17]1[C:30]2[C:21](=[CH:22][C:23]3[C:28]([C:29]=2[C:31]2[NH:37][C:7]4[C:6]([N:38]=2)=[C:5]2[C:14](=[C:13]5[C:8]=4[CH:9]=[CH:10][CH:11]=[N:12]5)[N:1]=[CH:2][CH:3]=[CH:4]2)=[CH:27][CH:26]=[CH:25][CH:24]=3)[CH:20]=[CH:19][CH:18]=1. The catalyst class is: 86. (3) Reactant: [NH2:1][CH2:2][CH2:3][NH:4][C:5](=[O:28])[C:6]1[CH:11]=[CH:10][CH:9]=[C:8]([NH:12][C:13]2[N:18]=[C:17]([NH:19][C:20]3[CH:25]=[C:24]([OH:26])[CH:23]=[CH:22][C:21]=3[CH3:27])[CH:16]=[CH:15][N:14]=2)[CH:7]=1.[CH:29]1[C:34]([C:35](O)=[O:36])=[CH:33][C:32]2[C:38]([O:40][C:41]3([C:51]4[CH:52]=[CH:53][C:54]([OH:56])=[CH:55][C:50]=4[O:49][C:43]4[CH:44]=[C:45]([OH:48])[CH:46]=[CH:47][C:42]3=4)[C:31]=2[CH:30]=1)=[O:39].C(N(CC)CC)C.C(Cl)CCl.C1C=CC2N(O)N=NC=2C=1.Cl. Product: [OH:26][C:24]1[CH:23]=[CH:22][C:21]([CH3:27])=[C:20]([NH:19][C:17]2[CH:16]=[CH:15][N:14]=[C:13]([NH:12][C:8]3[CH:7]=[C:6]([C:5]([NH:4][CH2:3][CH2:2][NH:1][C:35]([C:34]4[CH:29]=[CH:30][C:31]([C:41]5[C:42]6[C:43]([O:49][C:50]7[C:51]=5[CH:52]=[CH:53][C:54](=[O:56])[CH:55]=7)=[CH:44][C:45]([OH:48])=[CH:46][CH:47]=6)=[C:32]([CH:33]=4)[C:38]([OH:40])=[O:39])=[O:36])=[O:28])[CH:11]=[CH:10][CH:9]=3)[N:18]=2)[CH:25]=1. The catalyst class is: 9. (4) Reactant: [Cl:1][C:2]1[C:7]([N+:8]([O-])=O)=[CH:6][CH:5]=[CH:4][C:3]=1/[CH:11]=[CH:12]/[C:13]([O:15][C:16]([CH3:19])([CH3:18])[CH3:17])=[O:14].C1CCCCC1.C(OCC)(=O)C. Product: [NH2:8][C:7]1[C:2]([Cl:1])=[C:3]([CH2:11][CH2:12][C:13]([O:15][C:16]([CH3:18])([CH3:17])[CH3:19])=[O:14])[CH:4]=[CH:5][CH:6]=1. The catalyst class is: 612.